From a dataset of Full USPTO retrosynthesis dataset with 1.9M reactions from patents (1976-2016). Predict the reactants needed to synthesize the given product. (1) Given the product [Cl:1][C:2]1[CH:28]=[CH:27][C:5]([CH2:6][N:7]2[C:15]3[C:10](=[CH:11][C:12]([CH:16]=[C:17]4[S:21][C:20]([N:41]5[CH2:40][CH2:39][CH:38]([N:33]6[CH:37]=[CH:36][N:35]=[CH:34]6)[CH2:43][CH2:42]5)=[N:19][C:18]4=[O:26])=[CH:13][CH:14]=3)[CH:9]=[N:8]2)=[C:4]([C:29]([F:32])([F:30])[F:31])[CH:3]=1, predict the reactants needed to synthesize it. The reactants are: [Cl:1][C:2]1[CH:28]=[CH:27][C:5]([CH2:6][N:7]2[C:15]3[C:10](=[CH:11][C:12]([CH:16]=[C:17]4[S:21][C:20](SCCC)=[N:19][C:18]4=[O:26])=[CH:13][CH:14]=3)[CH:9]=[N:8]2)=[C:4]([C:29]([F:32])([F:31])[F:30])[CH:3]=1.[N:33]1([CH:38]2[CH2:43][CH2:42][NH:41][CH2:40][CH2:39]2)[CH:37]=[CH:36][N:35]=[CH:34]1. (2) Given the product [O:30]1[C:23]2[CH:22]=[C:21]([CH2:20][N:12]([CH:7]3[CH2:6][CH2:5][C:4]4[C:9](=[CH:10][CH:11]=[C:2]([NH:1][C:32]5[C:37]([N+:38]([O-:40])=[O:39])=[CH:36][CH:35]=[C:34]([O:41][CH3:42])[N:33]=5)[CH:3]=4)[CH2:8]3)[C:13](=[O:19])[O:14][C:15]([CH3:17])([CH3:18])[CH3:16])[N:26]=[CH:25][C:24]=2[O:27][CH2:28][CH2:29]1, predict the reactants needed to synthesize it. The reactants are: [NH2:1][C:2]1[CH:3]=[C:4]2[C:9](=[CH:10][CH:11]=1)[CH2:8][CH:7]([N:12]([CH2:20][C:21]1[N:26]=[CH:25][C:24]3[O:27][CH2:28][CH2:29][O:30][C:23]=3[CH:22]=1)[C:13](=[O:19])[O:14][C:15]([CH3:18])([CH3:17])[CH3:16])[CH2:6][CH2:5]2.Cl[C:32]1[C:37]([N+:38]([O-:40])=[O:39])=[CH:36][CH:35]=[C:34]([O:41][CH3:42])[N:33]=1.C([O-])(O)=O.[Na+]. (3) Given the product [C:1]([CH2:3][CH2:4][N:5]1[C:9]([N+:20]([O-:22])=[O:21])=[CH:8][N:7]=[C:6]1[S:10][C:11]1[CH:16]=[CH:15][C:14]([N+:17]([O-:19])=[O:18])=[CH:13][CH:12]=1)#[N:2].[C:1]([CH2:3][CH2:4][N:5]1[CH:9]=[C:8]([N+:20]([O-:23])=[O:22])[N:7]=[C:6]1[S:10][C:11]1[CH:16]=[CH:15][C:14]([N+:17]([O-:19])=[O:18])=[CH:13][CH:12]=1)#[N:2], predict the reactants needed to synthesize it. The reactants are: [C:1]([CH2:3][CH2:4][N:5]1[CH:9]=[CH:8][N:7]=[C:6]1[S:10][C:11]1[CH:16]=[CH:15][C:14]([N+:17]([O-:19])=[O:18])=[CH:13][CH:12]=1)#[N:2].[N+:20]([O-:23])([O-:22])=[O:21].FC(F)(F)C(O)=O.[OH-].[Na+].